This data is from Forward reaction prediction with 1.9M reactions from USPTO patents (1976-2016). The task is: Predict the product of the given reaction. (1) Given the reactants OC1C=C(C=C(N2CCCC2=O)C=1)C(O)=O.[CH2:17]([C@H:24]([NH:41][C:42](=[O:59])[C:43]1[CH:48]=[C:47]([N:49]2[CH2:53][CH2:52][CH2:51][C:50]2=[O:54])[CH:46]=[C:45]([O:55][CH:56]([CH3:58])[CH3:57])[CH:44]=1)[C@@H:25]([OH:40])[CH2:26][C@H:27]([C:29](=[O:39])[NH:30][CH2:31][CH2:32][C:33]1[CH2:38][CH2:37][CH2:36][CH2:35][CH:34]=1)[CH3:28])[C:18]1[CH:23]=[CH:22][CH:21]=[CH:20][CH:19]=1, predict the reaction product. The product is: [CH2:17]([C@H:24]([NH:41][C:42](=[O:59])[C:43]1[CH:48]=[C:47]([N:49]2[CH2:53][CH2:52][CH2:51][C:50]2=[O:54])[CH:46]=[C:45]([O:55][CH:56]([CH3:58])[CH3:57])[CH:44]=1)[C@@H:25]([OH:40])[CH2:26][C@H:27]([C:29](=[O:39])[NH:30][CH2:31][CH2:32][CH:33]1[CH2:34][CH2:35][CH2:36][CH2:37][CH2:38]1)[CH3:28])[C:18]1[CH:19]=[CH:20][CH:21]=[CH:22][CH:23]=1. (2) Given the reactants [CH2:1]([N:8]1[CH2:13][CH2:12][CH2:11][CH2:10][CH2:9]1)[CH:2]1[CH2:7][CH2:6][NH:5][CH2:4][CH2:3]1.[C:14]1([CH:20]([N:27]=[C:28]=[O:29])[C:21]2[CH:26]=[CH:25][CH:24]=[CH:23][CH:22]=2)[CH:19]=[CH:18][CH:17]=[CH:16][CH:15]=1, predict the reaction product. The product is: [CH:20]([NH:27][C:28]([N:5]1[CH2:4][CH2:3][CH:2]([CH2:1][N:8]2[CH2:13][CH2:12][CH2:11][CH2:10][CH2:9]2)[CH2:7][CH2:6]1)=[O:29])([C:21]1[CH:22]=[CH:23][CH:24]=[CH:25][CH:26]=1)[C:14]1[CH:19]=[CH:18][CH:17]=[CH:16][CH:15]=1. (3) Given the reactants [C:1]([O:9][C@H:10]1[CH2:15][C@H:14]([NH:16][C:17]([O:19][C:20]([CH3:23])([CH3:22])[CH3:21])=[O:18])[CH2:13][N:12](C(OCC2C=CC=CC=2)=O)[CH2:11]1)(=[O:8])[C:2]1[CH:7]=[CH:6][CH:5]=[CH:4][CH:3]=1.CO.CCN(C(C)C)C(C)C.Cl[C:46]1[CH:51]=[CH:50][N:49]=[CH:48][C:47]=1[N+:52]([O-:54])=[O:53], predict the reaction product. The product is: [C:1]([O:9][C@H:10]1[CH2:15][C@H:14]([NH:16][C:17]([O:19][C:20]([CH3:23])([CH3:22])[CH3:21])=[O:18])[CH2:13][N:12]([C:46]2[CH:51]=[CH:50][N:49]=[CH:48][C:47]=2[N+:52]([O-:54])=[O:53])[CH2:11]1)(=[O:8])[C:2]1[CH:3]=[CH:4][CH:5]=[CH:6][CH:7]=1. (4) Given the reactants C[O-].[Na+].C(O[O:8][CH:9](OC)[C:10]1[CH:15]=[CH:14][N:13]=[C:12]([NH:16][C:17](=[O:19])[CH3:18])[N:11]=1)(=O)C.Cl, predict the reaction product. The product is: [C:17]([NH:16][C:12]1[N:11]=[C:10]([CH:9]=[O:8])[CH:15]=[CH:14][N:13]=1)(=[O:19])[CH3:18].